Dataset: Catalyst prediction with 721,799 reactions and 888 catalyst types from USPTO. Task: Predict which catalyst facilitates the given reaction. (1) Reactant: Br[C:2]1[CH:3]=[N:4][CH:5]=[C:6]2[C:11]=1[N:10]=[C:9]([C:12]([NH:14][CH2:15][CH2:16][S:17]([CH3:20])(=[O:19])=[O:18])=[O:13])[CH:8]=[CH:7]2.[F:21][C:22]1[CH:27]=[CH:26][CH:25]=[CH:24][C:23]=1B(O)O.C(=O)([O-])[O-].[Cs+].[Cs+]. Product: [F:21][C:22]1[CH:27]=[CH:26][CH:25]=[CH:24][C:23]=1[C:2]1[CH:3]=[N:4][CH:5]=[C:6]2[C:11]=1[N:10]=[C:9]([C:12]([NH:14][CH2:15][CH2:16][S:17]([CH3:20])(=[O:19])=[O:18])=[O:13])[CH:8]=[CH:7]2. The catalyst class is: 688. (2) Reactant: B([O-])([O-])[O-].B([O-])([O-])[O-].B([O-])([O-])[O-].B([O-])([O-])[O-].[Na+].[Na+].[Na+].[Na+].[Na+].[Na+].[Na+].[Na+].[Na+].[Na+].[Na+].[Na+].[CH2:29]([SH:32])[CH2:30][SH:31].[C:33]([NH2:37])(=[O:36])[CH:34]=[CH2:35]. Product: [CH2:29]([S:32][CH2:35][CH2:34][C:33]([NH2:37])=[O:36])[CH2:30][S:31][CH2:35][CH2:34][C:33]([NH2:37])=[O:36]. The catalyst class is: 6. (3) Reactant: ICI.[CH2:4]([Zn]CC)C.[C:9]([O:12][CH2:13][C@@H:14]1[C@@H:19]([O:20][CH2:21][C:22]2[CH:27]=[CH:26][CH:25]=[CH:24][CH:23]=2)[C@H:18]([O:28][CH2:29][C:30]2[CH:35]=[CH:34][CH:33]=[CH:32][CH:31]=2)[C@@H:17]([O:36][CH2:37][C:38]2[CH:43]=[CH:42][CH:41]=[CH:40][CH:39]=2)[C@H:16]([C:44]2[CH:49]=[C:48]([CH2:50][C:51]3[CH:56]=[CH:55][C:54]([O:57][CH2:58][CH3:59])=[CH:53][CH:52]=3)[C:47]([Cl:60])=[CH:46][C:45]=2[O:61][CH2:62]/[CH:63]=[CH:64]\[CH2:65][OH:66])[O:15]1)(=[O:11])[CH3:10]. Product: [C:9]([O:12][CH2:13][C@@H:14]1[C@@H:19]([O:20][CH2:21][C:22]2[CH:27]=[CH:26][CH:25]=[CH:24][CH:23]=2)[C@H:18]([O:28][CH2:29][C:30]2[CH:31]=[CH:32][CH:33]=[CH:34][CH:35]=2)[C@@H:17]([O:36][CH2:37][C:38]2[CH:43]=[CH:42][CH:41]=[CH:40][CH:39]=2)[C@H:16]([C:44]2[CH:49]=[C:48]([CH2:50][C:51]3[CH:56]=[CH:55][C:54]([O:57][CH2:58][CH3:59])=[CH:53][CH:52]=3)[C:47]([Cl:60])=[CH:46][C:45]=2[O:61][CH2:62][CH:63]2[CH2:4][CH:64]2[CH2:65][OH:66])[O:15]1)(=[O:11])[CH3:10]. The catalyst class is: 4. (4) Reactant: [C:1](O[BH-](OC(=O)C)OC(=O)C)(=O)C.[Na+].Cl.[CH3:16][N:17]1[CH:21]=[C:20]([C:22]2[CH:23]=[C:24]([C:28]3[N:33]=[CH:32][C:31]([C:34]4[CH:35]=[N:36][N:37]([CH:39]5[CH2:44][CH2:43][NH:42][CH2:41][CH2:40]5)[CH:38]=4)=[CH:30][N:29]=3)[CH:25]=[CH:26][CH:27]=2)[CH:19]=[N:18]1.C=O.CCN(C(C)C)C(C)C.C([O-])(O)=O.[Na+]. Product: [CH3:1][N:42]1[CH2:43][CH2:44][CH:39]([N:37]2[CH:38]=[C:34]([C:31]3[CH:30]=[N:29][C:28]([C:24]4[CH:25]=[CH:26][CH:27]=[C:22]([C:20]5[CH:19]=[N:18][N:17]([CH3:16])[CH:21]=5)[CH:23]=4)=[N:33][CH:32]=3)[CH:35]=[N:36]2)[CH2:40][CH2:41]1. The catalyst class is: 279. (5) Reactant: [C:1](Cl)#[C:2][CH3:3].[NH2:5][C:6]1[CH:7]=[C:8]([C:12]2[CH:17]=[CH:16][C:15]([C:18]([F:28])([CH3:27])[CH2:19][NH:20][S:21]([CH:24]([CH3:26])[CH3:25])(=[O:23])=[O:22])=[CH:14][CH:13]=2)[CH:9]=[CH:10][CH:11]=1.C(N(CC)CC)C.[OH2:36]. Product: [F:28][C:18]([C:15]1[CH:14]=[CH:13][C:12]([C:8]2[CH:7]=[C:6]([NH:5][C:1](=[O:36])[CH2:2][CH3:3])[CH:11]=[CH:10][CH:9]=2)=[CH:17][CH:16]=1)([CH3:27])[CH2:19][NH:20][S:21]([CH:24]([CH3:25])[CH3:26])(=[O:23])=[O:22]. The catalyst class is: 1. (6) Reactant: [H-].[Na+].[CH3:3][O:4][C:5]1[CH:6]=[CH:7][C:8]([CH2:11][OH:12])=[CH:9][CH:10]=1.C1OCCOCCOCCOCC[O:15][CH2:14]1.[Cl:28][C:29]1[CH:38]=[C:37](Cl)[C:36]2[C:31](=[C:32]([Cl:42])[C:33]([O:40][CH3:41])=[CH:34][CH:35]=2)[N:30]=1.[NH4+].[Cl-]. Product: [CH3:3][O:4][C:5]1[CH:10]=[CH:9][C:8]([CH2:11][O:12][C:37]2[C:36]3[C:31](=[C:32]([Cl:42])[C:33]([O:40][CH3:41])=[CH:34][CH:35]=3)[NH:30][C:29]([Cl:28])([CH:14]=[O:15])[CH:38]=2)=[CH:7][CH:6]=1. The catalyst class is: 248. (7) Reactant: [F:1][C:2]([F:19])([C:8]1[CH:13]=[CH:12][CH:11]=[CH:10][C:9]=1[O:14][CH2:15][CH2:16][O:17][CH3:18])[C:3]([O:5]CC)=[O:4].CO.O.[OH-].[Li+]. Product: [F:1][C:2]([F:19])([C:8]1[CH:13]=[CH:12][CH:11]=[CH:10][C:9]=1[O:14][CH2:15][CH2:16][O:17][CH3:18])[C:3]([OH:5])=[O:4]. The catalyst class is: 30. (8) Reactant: [Br:1][C:2]1[CH:3]=[C:4]([C:8]2[C:13]([CH:14]=[N:15]O)=[C:12]([CH3:17])[N:11]=[C:10]3[N:18]([CH2:21][CH3:22])[N:19]=[CH:20][C:9]=23)[CH:5]=[N:6][CH:7]=1.C(OC(=O)C)(=O)C. Product: [Br:1][C:2]1[CH:3]=[C:4]([C:8]2[C:13]([C:14]#[N:15])=[C:12]([CH3:17])[N:11]=[C:10]3[N:18]([CH2:21][CH3:22])[N:19]=[CH:20][C:9]=23)[CH:5]=[N:6][CH:7]=1. The catalyst class is: 6. (9) Reactant: [F:1][C:2]1[CH:3]=[C:4]([CH:26]=[CH:27][C:28]=1[O:29][CH3:30])[CH2:5][NH:6][C:7](=[O:25])[C:8]1[CH:13]=[C:12]([N+:14]([O-:16])=[O:15])[CH:11]=[CH:10][C:9]=1[NH:17][C@H:18]1[CH2:23][CH2:22][C@H:21](O)[CH2:20][CH2:19]1.C(O)(=O)C1C=CC=CC=1.N(C(OCC)=O)=NC(OCC)=O.C1(P(C2C=CC=CC=2)C2C=CC=CC=2)C=CC=CC=1. Product: [CH:18]1([NH:17][C:9]2[CH:10]=[CH:11][C:12]([N+:14]([O-:16])=[O:15])=[CH:13][C:8]=2[C:7]([NH:6][CH2:5][C:4]2[CH:26]=[CH:27][C:28]([O:29][CH3:30])=[C:2]([F:1])[CH:3]=2)=[O:25])[CH2:23][CH2:22][CH:21]=[CH:20][CH2:19]1. The catalyst class is: 7. (10) Reactant: Cl[C:2](Cl)([O:4]C(=O)OC(Cl)(Cl)Cl)Cl.[NH2:13][C:14]1[CH:19]=[CH:18][C:17]([C:20]2[C:30]3[C:29](=[O:31])[N:28]([CH2:32][CH3:33])[CH2:27][C:26]([CH3:35])([CH3:34])[O:25][C:24]=3[N:23]=[C:22]([N:36]3[CH2:42][CH:41]4[O:43][CH:38]([CH2:39][CH2:40]4)[CH2:37]3)[N:21]=2)=[CH:16][C:15]=1[F:44].C(N(CC)CC)C.[NH2:52][C@H:53]([CH3:56])[CH2:54][OH:55]. Product: [CH2:32]([N:28]1[CH2:27][C:26]([CH3:34])([CH3:35])[O:25][C:24]2[N:23]=[C:22]([N:36]3[CH2:37][CH:38]4[O:43][CH:41]([CH2:40][CH2:39]4)[CH2:42]3)[N:21]=[C:20]([C:17]3[CH:18]=[CH:19][C:14]([NH:13][C:2]([NH:52][C@H:53]([CH3:56])[CH2:54][OH:55])=[O:4])=[C:15]([F:44])[CH:16]=3)[C:30]=2[C:29]1=[O:31])[CH3:33]. The catalyst class is: 34.